The task is: Predict which catalyst facilitates the given reaction.. This data is from Catalyst prediction with 721,799 reactions and 888 catalyst types from USPTO. Reactant: [N-:1]=[N+:2]=[N-:3].[Na+].[CH3:5][O:6][C:7]1([O:33][CH3:34])[CH2:12][CH2:11][N:10]([C:13]2[CH:18]=[CH:17][C:16]([N:19]3[CH2:23][C@@H:22]([CH2:24]CS([O-])(=O)=O)[O:21][C:20]3=[O:30])=[CH:15][C:14]=2[F:31])[CH2:9][CH:8]1[F:32]. Product: [CH3:34][O:33][C:7]1([O:6][CH3:5])[CH2:12][CH2:11][N:10]([C:13]2[CH:18]=[CH:17][C:16]([N:19]3[CH2:23][C@@H:22]([CH2:24][N:1]=[N+:2]=[N-:3])[O:21][C:20]3=[O:30])=[CH:15][C:14]=2[F:31])[CH2:9][CH:8]1[F:32]. The catalyst class is: 9.